This data is from Reaction yield outcomes from USPTO patents with 853,638 reactions. The task is: Predict the reaction yield, written as a fraction of the theoretical maximum amount of product (1.0 means a 100% yield; for example, 0.34 means a 34% yield). The reactants are [F:1][C:2]1[CH:3]=[C:4]([CH:41]=[C:42]([F:44])[CH:43]=1)[CH2:5][N:6]1[C:10]([CH3:11])=[C:9]([C:12]2[C:20]3[C:15](=[N:16][CH:17]=[C:18]([C:21]4[CH:26]=[CH:25][C:24]([N:27]5[CH2:32][CH2:31][N:30](C(OC(C)(C)C)=O)[CH2:29][CH2:28]5)=[CH:23][CH:22]=4)[CH:19]=3)[NH:14][CH:13]=2)[C:8]([CH3:40])=[N:7]1.[ClH:45]. The catalyst is CO. The product is [ClH:45].[F:44][C:42]1[CH:41]=[C:4]([CH:3]=[C:2]([F:1])[CH:43]=1)[CH2:5][N:6]1[C:10]([CH3:11])=[C:9]([C:12]2[C:20]3[C:15](=[N:16][CH:17]=[C:18]([C:21]4[CH:26]=[CH:25][C:24]([N:27]5[CH2:28][CH2:29][NH:30][CH2:31][CH2:32]5)=[CH:23][CH:22]=4)[CH:19]=3)[NH:14][CH:13]=2)[C:8]([CH3:40])=[N:7]1. The yield is 0.633.